Dataset: Forward reaction prediction with 1.9M reactions from USPTO patents (1976-2016). Task: Predict the product of the given reaction. (1) Given the reactants [F:1][C:2]1[CH:7]=[CH:6][C:5]([CH2:8][CH2:9][CH2:10][NH2:11])=[CH:4][CH:3]=1.[C:12](O[C:12]([O:14][C:15]([CH3:18])([CH3:17])[CH3:16])=[O:13])([O:14][C:15]([CH3:18])([CH3:17])[CH3:16])=[O:13].C([O-])(O)=O.[Na+], predict the reaction product. The product is: [C:15]([O:14][C:12](=[O:13])[NH:11][CH2:10][CH2:9][CH2:8][C:5]1[CH:4]=[CH:3][C:2]([F:1])=[CH:7][CH:6]=1)([CH3:18])([CH3:17])[CH3:16]. (2) Given the reactants [C:1]([C:3]1[N:8]=[C:7]([CH2:9][CH:10]([C:17]2[CH:22]=[CH:21][C:20]([O:23][CH3:24])=[CH:19][C:18]=2[NH:25]C(=O)OC(C)(C)C)[C:11]([C:13]2([CH3:16])[CH2:15][CH2:14]2)=O)[CH:6]=[CH:5][CH:4]=1)#[N:2].FC(F)(F)C(O)=O, predict the reaction product. The product is: [CH3:24][O:23][C:20]1[CH:19]=[C:18]2[C:17]([C:10]([CH2:9][C:7]3[N:8]=[C:3]([C:1]#[N:2])[CH:4]=[CH:5][CH:6]=3)=[C:11]([C:13]3([CH3:16])[CH2:15][CH2:14]3)[NH:25]2)=[CH:22][CH:21]=1. (3) Given the reactants [I:1][C:2]1[CH:7]=[CH:6][CH:5]=[CH:4][C:3]=1[C:8](=O)[CH2:9][CH2:10][CH2:11][CH2:12][N:13]1[CH2:18][CH2:17][CH:16]([C:19]2[CH:20]=[C:21]([NH:25][C:26](=[O:30])[CH:27]([CH3:29])[CH3:28])[CH:22]=[CH:23][CH:24]=2)[CH2:15][CH2:14]1.Cl.[C:33]1([N:39]([C:41]2[CH:46]=[CH:45][CH:44]=[CH:43][CH:42]=2)N)[CH:38]=[CH:37][CH:36]=[CH:35][CH:34]=1, predict the reaction product. The product is: [I:1][C:2]1[CH:7]=[CH:6][CH:5]=[CH:4][C:3]=1[C:8]1[N:39]([C:41]2[CH:46]=[CH:45][CH:44]=[CH:43][CH:42]=2)[C:33]2[C:34]([C:9]=1[CH2:10][CH2:11][CH2:12][N:13]1[CH2:18][CH2:17][CH:16]([C:19]3[CH:20]=[C:21]([NH:25][C:26](=[O:30])[CH:27]([CH3:29])[CH3:28])[CH:22]=[CH:23][CH:24]=3)[CH2:15][CH2:14]1)=[CH:35][CH:36]=[CH:37][CH:38]=2. (4) The product is: [C:12]([O:16][C:17](=[O:20])[CH2:18][NH:11][CH:8]([CH3:10])[CH3:9])([CH3:15])([CH3:14])[CH3:13]. Given the reactants C(N(CC)CC)C.[CH:8]([NH2:11])([CH3:10])[CH3:9].[C:12]([O:16][C:17](=[O:20])[CH2:18]Br)([CH3:15])([CH3:14])[CH3:13], predict the reaction product. (5) The product is: [CH:1](=[C:8]1[CH2:12][N:11]([C:13](=[O:15])[CH2:29][O:28][C:27]2[CH:26]=[CH:25][C:24]([Cl:23])=[CH:34][CH:33]=2)[C@H:10]([C:20]([NH:41][CH2:40][C:39]2[CH:42]=[CH:43][C:44]([O:45][CH3:46])=[C:37]([O:36][CH3:35])[CH:38]=2)=[O:22])[CH2:9]1)[C:2]1[CH:3]=[CH:4][CH:5]=[CH:6][CH:7]=1. Given the reactants [CH:1](=[C:8]1[CH2:12][N:11]([C:13]([O:15]C(C)(C)C)=O)[C@H:10]([C:20]([OH:22])=O)[CH2:9]1)[C:2]1[CH:7]=[CH:6][CH:5]=[CH:4][CH:3]=1.[Cl:23][C:24]1[CH:34]=[CH:33][C:27]([O:28][CH2:29]C(Cl)=O)=[CH:26][CH:25]=1.[CH3:35][O:36][C:37]1[CH:38]=[C:39]([CH:42]=[CH:43][C:44]=1[O:45][CH3:46])[CH2:40][NH2:41], predict the reaction product. (6) Given the reactants [CH:1]([C:4]1[N:5]=[C:6]([CH2:9][OH:10])[S:7][CH:8]=1)([CH3:3])[CH3:2].C1OCCOCCOCCOCCOCCOC1.[H-].[Na+].[CH:31]1([N:34]2[C:43]3[C:38](=[CH:39][C:40]([F:45])=[C:41](F)[CH:42]=3)[C:37](=[O:46])[C:36](/[CH:47]=[CH:48]/[C:49]([O:51][C:52]([CH3:55])([CH3:54])[CH3:53])=[O:50])=[CH:35]2)[CH2:33][CH2:32]1.[Cl-].[NH4+], predict the reaction product. The product is: [CH:31]1([N:34]2[C:43]3[C:38](=[CH:39][C:40]([F:45])=[C:41]([O:10][CH2:9][C:6]4[S:7][CH:8]=[C:4]([CH:1]([CH3:3])[CH3:2])[N:5]=4)[CH:42]=3)[C:37](=[O:46])[C:36](/[CH:47]=[CH:48]/[C:49]([O:51][C:52]([CH3:55])([CH3:54])[CH3:53])=[O:50])=[CH:35]2)[CH2:33][CH2:32]1. (7) Given the reactants CS(O[CH2:6][CH2:7][C@H:8]1[O:14][C@H:13]([C:15]2[CH:20]=[CH:19][CH:18]=[C:17]([O:21][CH3:22])[C:16]=2[O:23][CH3:24])[C:12]2[CH:25]=[C:26]([Cl:29])[CH:27]=[CH:28][C:11]=2[N:10]2[C:30]([CH2:33][F:34])=[N:31][N:32]=[C:9]12)(=O)=O.[CH3:35][C:36]([C:43]1[NH:47][N:46]=[N:45][N:44]=1)([CH3:42])[C:37]([O:39][CH2:40][CH3:41])=[O:38].C(=O)([O-])[O-].[K+].[K+], predict the reaction product. The product is: [Cl:29][C:26]1[CH:27]=[CH:28][C:11]2[N:10]3[C:30]([CH2:33][F:34])=[N:31][N:32]=[C:9]3[C@@H:8]([CH2:7][CH2:6][N:45]3[N:46]=[N:47][C:43]([C:36]([CH3:35])([CH3:42])[C:37]([O:39][CH2:40][CH3:41])=[O:38])=[N:44]3)[O:14][C@H:13]([C:15]3[CH:20]=[CH:19][CH:18]=[C:17]([O:21][CH3:22])[C:16]=3[O:23][CH3:24])[C:12]=2[CH:25]=1. (8) Given the reactants ClC(OC(Cl)C)=O.C([N:15]1[CH2:20][CH2:19][C:18]([C:27]2[CH:32]=[C:31]([N:33]3[CH2:38][CH2:37][O:36][CH2:35][C@@H:34]3[CH3:39])[N:30]=[C:29]([Cl:40])[N:28]=2)([S:21]([CH:24]2[CH2:26][CH2:25]2)(=[O:23])=[O:22])[CH2:17][CH2:16]1)C1C=CC=CC=1.[C:49](O[C:49]([O:51][C:52]([CH3:55])([CH3:54])[CH3:53])=[O:50])([O:51][C:52]([CH3:55])([CH3:54])[CH3:53])=[O:50].CCN(C(C)C)C(C)C, predict the reaction product. The product is: [Cl:40][C:29]1[N:28]=[C:27]([C:18]2([S:21]([CH:24]3[CH2:25][CH2:26]3)(=[O:23])=[O:22])[CH2:19][CH2:20][N:15]([C:49]([O:51][C:52]([CH3:53])([CH3:54])[CH3:55])=[O:50])[CH2:16][CH2:17]2)[CH:32]=[C:31]([N:33]2[CH2:38][CH2:37][O:36][CH2:35][C@@H:34]2[CH3:39])[N:30]=1.